From a dataset of Reaction yield outcomes from USPTO patents with 853,638 reactions. Predict the reaction yield, written as a fraction of the theoretical maximum amount of product (1.0 means a 100% yield; for example, 0.34 means a 34% yield). (1) The reactants are [NH:1]1[C:9]2[C:4](=[CH:5][CH:6]=[CH:7][CH:8]=2)[CH:3]=[C:2]1[C:10]([OH:12])=O.S(Cl)(Cl)=O.[NH3:17]. The catalyst is C(Cl)(Cl)Cl. The product is [NH:1]1[C:9]2[C:4](=[CH:5][CH:6]=[CH:7][CH:8]=2)[CH:3]=[C:2]1[C:10]([NH2:17])=[O:12]. The yield is 0.900. (2) The reactants are [C:1]([O:5][C@@H:6]([C:11]1[C:40]([CH3:41])=[C:39]([CH:42]([F:44])[F:43])[C:38]2=[N:45][C:35]3=[CH:36][N:37]2[C:12]=1[N:13]1[CH2:50][CH2:49][C:16]([CH3:51])([O:17][CH2:18][CH2:19][CH2:20][CH2:21][C@H:22]([CH3:48])[O:23][C:24]2[CH:25]=[CH:26][C:27]([F:47])=[CH:28][C:29]=2[C:30]2[CH:46]=[C:34]3[CH:33]=[CH:32][CH:31]=2)[CH2:15][CH2:14]1)[C:7]([O:9]C)=[O:8])([CH3:4])([CH3:3])[CH3:2].C(O[C@@H](C1C(C)=CC2=NC3=C(Cl)N2C=1N1CCC(C)(OCCCC[C@H](C)OC2C=CC(C)=CC=2C2C=C3C=CC=2)CC1)C(O)=O)(C)(C)C. No catalyst specified. The product is [C:1]([O:5][C@@H:6]([C:11]1[C:40]([CH3:41])=[C:39]([CH:42]([F:43])[F:44])[C:38]2=[N:45][C:35]3=[CH:36][N:37]2[C:12]=1[N:13]1[CH2:14][CH2:15][C:16]([CH3:51])([O:17][CH2:18][CH2:19][CH2:20][CH2:21][C@H:22]([CH3:48])[O:23][C:24]2[CH:25]=[CH:26][C:27]([F:47])=[CH:28][C:29]=2[C:30]2[CH:46]=[C:34]3[CH:33]=[CH:32][CH:31]=2)[CH2:49][CH2:50]1)[C:7]([OH:9])=[O:8])([CH3:4])([CH3:2])[CH3:3]. The yield is 0.191. (3) The reactants are ClC1N=[CH:4][C:5]2[CH2:11][N:10]([C:12]([C:14]3[CH:15]=[N:16][CH:17]=[CH:18][CH:19]=3)=[O:13])[CH2:9][CH2:8][C:6]=2N=1.[F:20][C:21]1[CH:22]=[C:23]([CH:25]=[CH:26][CH:27]=1)[NH2:24].CCOC(C)=O.[CH:34](O)([CH3:36])[CH3:35]. No catalyst specified. The product is [F:20][C:21]1[CH:22]=[C:23]([NH:24][C:34]2[CH:35]=[C:6]3[C:5](=[CH:4][CH:36]=2)[CH2:11][N:10]([C:12]([C:14]2[CH:15]=[N:16][CH:17]=[CH:18][CH:19]=2)=[O:13])[CH2:9][CH2:8]3)[CH:25]=[CH:26][CH:27]=1. The yield is 0.755. (4) The reactants are [C:1](I)([C:4]([C:7]([C:10]([C:13]([C:16]([C:19]([C:22]([C:25]([C:28]([F:31])([F:30])[F:29])([F:27])[F:26])([F:24])[F:23])([F:21])[F:20])([F:18])[F:17])([F:15])[F:14])([F:12])[F:11])([F:9])[F:8])([F:6])[F:5])([F:3])[F:2].Br[C:34]1[CH:39]=[C:38]([CH3:40])[CH:37]=[CH:36][C:35]=1[CH3:41].CS(C)=O.[I-].[K+]. The catalyst is [Cu].ClCCl. The product is [F:2][C:1]([F:3])([C:34]1[CH:39]=[C:38]([CH3:40])[CH:37]=[CH:36][C:35]=1[CH3:41])[C:4]([F:6])([F:5])[C:7]([F:9])([F:8])[C:10]([F:12])([F:11])[C:13]([F:15])([F:14])[C:16]([F:18])([F:17])[C:19]([F:21])([F:20])[C:22]([F:24])([F:23])[C:25]([F:27])([F:26])[C:28]([F:31])([F:30])[F:29]. The yield is 0.820. (5) The reactants are [CH3:1][C:2]1[O:3][CH2:4][CH:5]([C:7]2[CH:12]=[CH:11][CH:10]=[CH:9][CH:8]=2)[N:6]=1.CN(C)C1C=CC=CC=1.Cl[C:23]([N:25]=[C:26]=[O:27])=[O:24]. The catalyst is ClCCl. The product is [C:7]1([CH:5]2[N:6]3[C:23](=[O:24])[NH:25][C:26](=[O:27])[CH:1]=[C:2]3[O:3][CH2:4]2)[CH:8]=[CH:9][CH:10]=[CH:11][CH:12]=1. The yield is 0.990.